From a dataset of Reaction yield outcomes from USPTO patents with 853,638 reactions. Predict the reaction yield, written as a fraction of the theoretical maximum amount of product (1.0 means a 100% yield; for example, 0.34 means a 34% yield). (1) The reactants are [In].[Cl-].[In+3].[Cl-].[Cl-].[Cl-].[Li+].C(N(C)C)CCC.C(O[CH2:19][CH:20]=[CH:21][CH2:22][C:23]([C:34]1[CH:39]=[CH:38][C:37]([CH3:40])=[CH:36][C:35]=1I)([C:29]([O:31][CH2:32][CH3:33])=[O:30])[C:24]([O:26][CH2:27][CH3:28])=[O:25])(=O)C. The catalyst is CN(C=O)C.C1C=CC([P]([Pd]([P](C2C=CC=CC=2)(C2C=CC=CC=2)C2C=CC=CC=2)([P](C2C=CC=CC=2)(C2C=CC=CC=2)C2C=CC=CC=2)[P](C2C=CC=CC=2)(C2C=CC=CC=2)C2C=CC=CC=2)(C2C=CC=CC=2)C2C=CC=CC=2)=CC=1. The product is [CH3:40][C:37]1[CH:38]=[C:39]2[C:34](=[CH:35][CH:36]=1)[C:23]([C:29]([O:31][CH2:32][CH3:33])=[O:30])([C:24]([O:26][CH2:27][CH3:28])=[O:25])[CH2:22][CH:21]2[CH:20]=[CH2:19]. The yield is 0.800. (2) The reactants are [NH2:1][C:2]1[N:3]=[CH:4][C:5]([C:20]2[CH:30]=[CH:29][C:23]([C:24]([N:26]([CH3:28])[CH3:27])=[O:25])=[CH:22][CH:21]=2)=[N:6][C:7]=1[C:8]1[O:9][C:10]([C:13]2[CH:18]=[CH:17][CH:16]=[CH:15][C:14]=2I)=[N:11][N:12]=1.F[C:32]([B])=[C:33](F)F.[K].C(N(CC)CC)C.C1(P(C2C=CC=CC=2)C2C=CC=CC=2)C=CCC=1. The catalyst is C(O)CC.Cl[Pd]Cl.[Fe].ClCCl. The product is [NH2:1][C:2]1[N:3]=[CH:4][C:5]([C:20]2[CH:30]=[CH:29][C:23]([C:24]([N:26]([CH3:28])[CH3:27])=[O:25])=[CH:22][CH:21]=2)=[N:6][C:7]=1[C:8]1[O:9][C:10]([C:13]2[CH:18]=[CH:17][CH:16]=[CH:15][C:14]=2[CH:32]=[CH2:33])=[N:11][N:12]=1. The yield is 0.530.